The task is: Predict the product of the given reaction.. This data is from Forward reaction prediction with 1.9M reactions from USPTO patents (1976-2016). (1) The product is: [CH3:1][O:2][C:3](=[O:12])[C:4]1[CH:9]=[CH:8][C:7]([Br:10])=[C:6]([O:11][CH2:20][CH2:21][CH2:22][O:23][CH3:24])[CH:5]=1. Given the reactants [CH3:1][O:2][C:3](=[O:12])[C:4]1[CH:9]=[CH:8][C:7]([Br:10])=[C:6]([OH:11])[CH:5]=1.C(=O)([O-])[O-].[K+].[K+].I[CH2:20][CH2:21][CH2:22][O:23][CH3:24], predict the reaction product. (2) Given the reactants [H-].[Na+].[C:3]1([CH2:9][CH2:10][C:11]([O:13][CH2:14][CH3:15])=[O:12])[CH:8]=[CH:7][CH:6]=[CH:5][CH:4]=1.[CH:16](OCC)=[O:17].C(O)(=O)C, predict the reaction product. The product is: [CH:16]([CH:10]([CH2:9][C:3]1[CH:8]=[CH:7][CH:6]=[CH:5][CH:4]=1)[C:11]([O:13][CH2:14][CH3:15])=[O:12])=[O:17]. (3) Given the reactants [CH3:1][C:2]1([CH3:18])[C:14]2[C:13]3[C:8](=[CH:9][CH:10]=[CH:11][CH:12]=3)[NH:7][C:6]=2[CH2:5][NH:4][CH:3]1[C:15]([OH:17])=[O:16].[OH-].[Na+].C(O)(=O)[CH2:22][C:23]([CH2:28]C(O)=O)([C:25](O)=O)[OH:24].[O:34]1CCOC[CH2:35]1.O, predict the reaction product. The product is: [C:23]([O:24][C:35]([N:4]1[CH:3]([C:15]([OH:17])=[O:16])[C:2]([CH3:18])([CH3:1])[C:14]2[C:13]3[C:8](=[CH:9][CH:10]=[CH:11][CH:12]=3)[NH:7][C:6]=2[CH2:5]1)=[O:34])([CH3:22])([CH3:25])[CH3:28]. (4) Given the reactants [F:1][C:2]([F:15])([F:14])[C:3]1[CH:4]=[C:5]([CH:11]=[CH:12][CH:13]=1)[CH2:6][NH:7][C:8]([NH2:10])=[O:9].[Li]CCCC.[Cl:21][C:22]1[CH:23]=[C:24]([N:29]=[C:30]=[S:31])[CH:25]=[CH:26][C:27]=1[Cl:28], predict the reaction product. The product is: [Cl:21][C:22]1[CH:23]=[C:24]([NH:29][C:30]([N:7]([CH2:6][C:5]2[CH:11]=[CH:12][CH:13]=[C:3]([C:2]([F:14])([F:15])[F:1])[CH:4]=2)[C:8]([NH2:10])=[O:9])=[S:31])[CH:25]=[CH:26][C:27]=1[Cl:28]. (5) Given the reactants FC1C=CC=CC=1NC(=S)NC1C=CC(C2C=C3C(=CC=2)C(=O)N([C@@H](C(C)C)C(O)=O)C3)=CC=1.[CH3:35][CH:36]([CH3:69])[C@H:37]([N:42]1[CH2:50][C:49]2[C:44](=[CH:45][CH:46]=[C:47]([C:51]3[CH:56]=[CH:55][C:54]([NH:57][C:58]([NH:60][C:61]4[CH:66]=[CH:65][CH:64]=[CH:63][C:62]=4[CH3:67])=[S:59])=[CH:53][CH:52]=3)[CH:48]=2)[C:43]1=[O:68])[C:38]([O:40]C)=[O:39], predict the reaction product. The product is: [CH3:35][CH:36]([CH3:69])[C@H:37]([N:42]1[CH2:50][C:49]2[C:44](=[CH:45][CH:46]=[C:47]([C:51]3[CH:56]=[CH:55][C:54]([NH:57][C:58]([NH:60][C:61]4[CH:66]=[CH:65][CH:64]=[CH:63][C:62]=4[CH3:67])=[S:59])=[CH:53][CH:52]=3)[CH:48]=2)[C:43]1=[O:68])[C:38]([OH:40])=[O:39]. (6) Given the reactants [F:1][C:2]1[CH:3]=[C:4]2[C:9](=[CH:10][CH:11]=1)[O:8][CH:7]([C@H:12]1[CH2:16][O:15]C(C)(C)[O:13]1)[CH2:6][CH2:5]2.O, predict the reaction product. The product is: [F:1][C:2]1[CH:3]=[C:4]2[C:9](=[CH:10][CH:11]=1)[O:8][CH:7]([C@H:12]([OH:13])[CH2:16][OH:15])[CH2:6][CH2:5]2.